From a dataset of Experimentally validated miRNA-target interactions with 360,000+ pairs, plus equal number of negative samples. Binary Classification. Given a miRNA mature sequence and a target amino acid sequence, predict their likelihood of interaction. The miRNA is mmu-miR-466p-5p with sequence UAUGUGUGUGUACAUGUACAU. The protein sequence of the target gene is MVDLSVSPDSLKPVSLTSSLVFLMHLLLLQPGEPSSEVKVLGPEYPILALVGEEVEFPCHLWPQLDAQQMEIRWFRSQTFNVVHLYQEQQELPGRQMPAFRNRTKLVKDDIAYGSVVLQLHSIIPSDKGTYGCRFHSDNFSGEALWELEVAGLGSDPHLSLEGFKEGGIQLRLRSSGWYPKPKVQWRDHQGQCLPPEFEAIVWDAQDLFSLETSVVVRAGALSNVSVSIQNLLLSQKKELVVQIADVFVPGASAWKSAFVATLPLLLVLAALALGVLRKQRRSREKLRKQAEKRQEKLTA.... Result: 0 (no interaction).